Dataset: Full USPTO retrosynthesis dataset with 1.9M reactions from patents (1976-2016). Task: Predict the reactants needed to synthesize the given product. (1) Given the product [CH2:18]([O:17][C:15]1[C:14]([I:21])=[CH:13][C:9]2[CH:10]([CH3:12])[CH2:11][NH:5][CH2:6][CH2:7][C:8]=2[CH:16]=1)[CH:19]=[CH2:20], predict the reactants needed to synthesize it. The reactants are: FC(F)(F)C([N:5]1[CH2:11][CH:10]([CH3:12])[C:9]2[CH:13]=[C:14]([I:21])[C:15]([O:17][CH2:18][CH:19]=[CH2:20])=[CH:16][C:8]=2[CH2:7][CH2:6]1)=O.[OH-].[Na+]. (2) The reactants are: [N+:1]([C:4]1[CH:5]=[C:6]([C:10]([OH:12])=O)[N:7]([CH3:9])[CH:8]=1)([O-:3])=[O:2].[NH2:13][C:14]1[CH:15]=[C:16]([CH:21]=[CH:22][C:23]=1[NH:24][CH3:25])[C:17]([O:19][CH3:20])=[O:18].N1C=CC=CC=1. Given the product [N+:1]([C:4]1[CH:5]=[C:6]([C:10]([NH:13][C:14]2[CH:15]=[C:16]([CH:21]=[CH:22][C:23]=2[NH:24][CH3:25])[C:17]([O:19][CH3:20])=[O:18])=[O:12])[N:7]([CH3:9])[CH:8]=1)([O-:3])=[O:2], predict the reactants needed to synthesize it. (3) Given the product [CH2:10]([NH:12][C:13]([NH:15][C:16]1[N:21]=[CH:20][C:19]([C:22]2[CH:23]=[N:24][CH:25]=[C:26]([C:28]3[O:29][C:44](=[O:45])[NH:31][N:30]=3)[CH:27]=2)=[C:18]([C:32]2[CH:33]=[CH:34][C:35]([N:38]3[CH2:39][CH2:40][O:41][CH2:42][CH2:43]3)=[CH:36][CH:37]=2)[CH:17]=1)=[O:14])[CH3:11], predict the reactants needed to synthesize it. The reactants are: C(N(C(C)C)CC)(C)C.[CH2:10]([NH:12][C:13]([NH:15][C:16]1[N:21]=[CH:20][C:19]([C:22]2[CH:23]=[N:24][CH:25]=[C:26]([C:28]([NH:30][NH2:31])=[O:29])[CH:27]=2)=[C:18]([C:32]2[CH:37]=[CH:36][C:35]([N:38]3[CH2:43][CH2:42][O:41][CH2:40][CH2:39]3)=[CH:34][CH:33]=2)[CH:17]=1)=[O:14])[CH3:11].[C:44](N1C=CN=C1)(N1C=CN=C1)=[O:45]. (4) Given the product [CH3:24][O:25][CH2:26][CH2:27][N:28]([CH3:36])[C:29]1[N:30]=[CH:31][C:32]([NH:35][C:21]([C:14]2[O:13][C:12]([C:7]3[CH:8]=[CH:9][CH:10]=[CH:11][C:6]=3[O:5][CH2:4][CH2:3][O:2][CH3:1])=[N:16][C:15]=2[C:17]([F:18])([F:19])[F:20])=[O:22])=[CH:33][CH:34]=1, predict the reactants needed to synthesize it. The reactants are: [CH3:1][O:2][CH2:3][CH2:4][O:5][C:6]1[CH:11]=[CH:10][CH:9]=[CH:8][C:7]=1[C:12]1[O:13][C:14]([C:21](O)=[O:22])=[C:15]([C:17]([F:20])([F:19])[F:18])[N:16]=1.[CH3:24][O:25][CH2:26][CH2:27][N:28]([CH3:36])[C:29]1[CH:34]=[CH:33][C:32]([NH2:35])=[CH:31][N:30]=1. (5) The reactants are: CC1(C)C(C)(C)OB([C:9]2[CH:10]=[C:11]3[C:15](=[CH:16][CH:17]=2)[CH2:14][C@H:13]([NH:18][S:19]([CH:22]([CH3:24])[CH3:23])(=[O:21])=[O:20])[CH2:12]3)O1.Br[C:27]1[CH:32]=[CH:31][C:30]([Cl:33])=[CH:29][N:28]=1.C([O-])([O-])=O.[Na+].[Na+]. Given the product [Cl:33][C:30]1[CH:31]=[CH:32][C:27]([C:9]2[CH:10]=[C:11]3[C:15](=[CH:16][CH:17]=2)[CH2:14][C@H:13]([NH:18][S:19]([CH:22]([CH3:23])[CH3:24])(=[O:20])=[O:21])[CH2:12]3)=[N:28][CH:29]=1, predict the reactants needed to synthesize it. (6) Given the product [OH:2][C:3]1[CH:8]=[CH:7][C:6]2[C:9]3[N:10]([CH2:21][CH2:22][CH2:23][CH2:24][CH2:25][N:26]4[CH2:30][CH2:29][CH2:28][CH2:27]4)[C:11]4[C:16]([C:17]=3[CH2:18][CH2:19][S:20][C:5]=2[CH:4]=1)=[CH:15][CH:14]=[CH:13][CH:12]=4, predict the reactants needed to synthesize it. The reactants are: C[O:2][C:3]1[CH:8]=[CH:7][C:6]2[C:9]3[N:10]([CH2:21][CH2:22][CH2:23][CH2:24][CH2:25][N:26]4[CH2:30][CH2:29][CH2:28][CH2:27]4)[C:11]4[C:16]([C:17]=3[CH2:18][CH2:19][S:20][C:5]=2[CH:4]=1)=[CH:15][CH:14]=[CH:13][CH:12]=4. (7) Given the product [CH:39]([NH:42][S:27]([NH:30][C:31](=[O:32])[O:25][CH2:24][C:14]1[CH:15]=[CH:16][C:17]([O:19][CH2:20][CH2:21][O:22][CH3:23])=[CH:18][C:13]=1[O:12][C:3]1[C:2]([Cl:1])=[CH:7][C:6]([C:8]([F:9])([F:11])[F:10])=[CH:5][N:4]=1)(=[O:29])=[O:28])([CH3:41])[CH3:40], predict the reactants needed to synthesize it. The reactants are: [Cl:1][C:2]1[C:3]([O:12][C:13]2[CH:18]=[C:17]([O:19][CH2:20][CH2:21][O:22][CH3:23])[CH:16]=[CH:15][C:14]=2[CH2:24][OH:25])=[N:4][CH:5]=[C:6]([C:8]([F:11])([F:10])[F:9])[CH:7]=1.Cl[S:27]([N:30]=[C:31]=[O:32])(=[O:29])=[O:28].N1C=CC=CC=1.[CH:39]([NH2:42])([CH3:41])[CH3:40]. (8) Given the product [Br:42][CH2:1][C:2]1[CH:11]=[C:10]([C:12]([O:14][CH2:15][CH3:16])=[O:13])[C:9]2[C:4](=[CH:5][CH:6]=[CH:7][CH:8]=2)[N:3]=1, predict the reactants needed to synthesize it. The reactants are: [CH3:1][C:2]1[CH:11]=[C:10]([C:12]([O:14][CH2:15][CH3:16])=[O:13])[C:9]2[C:4](=[CH:5][CH:6]=[CH:7][CH:8]=2)[N:3]=1.C(OOC(=O)C1C=CC=CC=1)(=O)C1C=CC=CC=1.C1C(=O)N([Br:42])C(=O)C1.